From a dataset of NCI-60 drug combinations with 297,098 pairs across 59 cell lines. Regression. Given two drug SMILES strings and cell line genomic features, predict the synergy score measuring deviation from expected non-interaction effect. (1) Drug 1: CC1OCC2C(O1)C(C(C(O2)OC3C4COC(=O)C4C(C5=CC6=C(C=C35)OCO6)C7=CC(=C(C(=C7)OC)O)OC)O)O. Drug 2: C1=CC=C(C(=C1)C(C2=CC=C(C=C2)Cl)C(Cl)Cl)Cl. Cell line: CAKI-1. Synergy scores: CSS=49.3, Synergy_ZIP=5.10, Synergy_Bliss=6.36, Synergy_Loewe=-24.7, Synergy_HSA=6.46. (2) Drug 1: CC12CCC3C(C1CCC2O)C(CC4=C3C=CC(=C4)O)CCCCCCCCCS(=O)CCCC(C(F)(F)F)(F)F. Drug 2: C(CCl)NC(=O)N(CCCl)N=O. Cell line: PC-3. Synergy scores: CSS=9.99, Synergy_ZIP=-3.93, Synergy_Bliss=-1.55, Synergy_Loewe=1.83, Synergy_HSA=0.850. (3) Drug 1: C1=CN(C=N1)CC(O)(P(=O)(O)O)P(=O)(O)O. Drug 2: C(CN)CNCCSP(=O)(O)O. Cell line: TK-10. Synergy scores: CSS=-2.34, Synergy_ZIP=2.54, Synergy_Bliss=3.60, Synergy_Loewe=1.22, Synergy_HSA=0.939.